From a dataset of Forward reaction prediction with 1.9M reactions from USPTO patents (1976-2016). Predict the product of the given reaction. Given the reactants [N+:1]([C:4]1[CH:5]=[CH:6][C:7]2[O:12][C@:11]([CH3:18])([CH:13]([O:16][CH3:17])[O:14][CH3:15])[C@@H:10]3[O:19][C@@H:9]3[C:8]=2[CH:20]=1)([O-:3])=[O:2].[F:21][C:22]1[CH:27]=[CH:26][C:25]([NH:28][CH2:29][C:30]2[N:31]=[N:32][N:33]([CH3:35])[N:34]=2)=[CH:24][CH:23]=1, predict the reaction product. The product is: [N+:1]([C:4]1[CH:5]=[CH:6][C:7]2[O:12][C@:11]([CH3:18])([CH:13]([O:16][CH3:17])[O:14][CH3:15])[C@H:10]([OH:19])[C@@H:9]([N:28]([C:25]3[CH:26]=[CH:27][C:22]([F:21])=[CH:23][CH:24]=3)[CH2:29][C:30]3[N:31]=[N:32][N:33]([CH3:35])[N:34]=3)[C:8]=2[CH:20]=1)([O-:3])=[O:2].